The task is: Predict the reactants needed to synthesize the given product.. This data is from Full USPTO retrosynthesis dataset with 1.9M reactions from patents (1976-2016). (1) Given the product [F:1][C:2]([F:29])([F:30])[C:3]1[CH:4]=[C:5]([CH:22]=[C:23]([C:25]([F:28])([F:26])[F:27])[CH:24]=1)[CH2:6][CH:7]1[C:8]2[CH:21]=[CH:20][CH:19]=[CH:18][C:9]=2[CH2:10][CH2:11][C:12]2[CH:17]=[CH:16][CH:15]=[CH:14][C:13]1=2, predict the reactants needed to synthesize it. The reactants are: [F:1][C:2]([F:30])([F:29])[C:3]1[CH:4]=[C:5]([CH:22]=[C:23]([C:25]([F:28])([F:27])[F:26])[CH:24]=1)[CH:6]=[C:7]1[C:13]2[CH:14]=[CH:15][CH:16]=[CH:17][C:12]=2[CH2:11][CH2:10][C:9]2[CH:18]=[CH:19][CH:20]=[CH:21][C:8]1=2.C(OCC)(=O)C.[H][H]. (2) The reactants are: [CH:1]([C:4]1[C:8]([CH:9]=O)=[CH:7][N:6]([C:11]2[CH:16]=[CH:15][C:14]([C:17]([F:20])([F:19])[F:18])=[CH:13][CH:12]=2)[N:5]=1)([CH3:3])[CH3:2].C(OP([CH2:29][C:30]([O:32][CH2:33][CH3:34])=[O:31])(OCC)=O)C.CN(C)C=O.[H-].[Na+]. Given the product [CH:1]([C:4]1[C:8](/[CH:9]=[CH:29]/[C:30]([O:32][CH2:33][CH3:34])=[O:31])=[CH:7][N:6]([C:11]2[CH:16]=[CH:15][C:14]([C:17]([F:19])([F:20])[F:18])=[CH:13][CH:12]=2)[N:5]=1)([CH3:3])[CH3:2], predict the reactants needed to synthesize it. (3) Given the product [C:1]([O:5][CH:6]([C:10]1[C:19]([CH3:20])=[CH:18][C:17]2[C:12](=[CH:13][C:14]([CH2:21][CH2:22][C:23]3([OH:28])[CH2:24][CH2:25][CH2:26][CH2:27]3)=[CH:15][CH:16]=2)[C:11]=1[C:29]1[CH:34]=[CH:33][C:32]([Cl:35])=[CH:31][CH:30]=1)[C:7]([OH:9])=[O:8])([CH3:4])([CH3:2])[CH3:3], predict the reactants needed to synthesize it. The reactants are: [C:1]([O:5][CH:6]([C:10]1[C:19]([CH3:20])=[CH:18][C:17]2[C:12](=[CH:13][C:14]([C:21]#[C:22][C:23]3([OH:28])[CH2:27][CH2:26][CH2:25][CH2:24]3)=[CH:15][CH:16]=2)[C:11]=1[C:29]1[CH:34]=[CH:33][C:32]([Cl:35])=[CH:31][CH:30]=1)[C:7]([OH:9])=[O:8])([CH3:4])([CH3:3])[CH3:2]. (4) Given the product [C:30]([O:34][C:35](=[O:44])[C@@H:36]([NH:43][C:25]([C:22]1[CH:23]=[CH:24][C:19]([C:15]2[CH:16]=[CH:17][CH:18]=[C:13]([NH:12][S:9]([C:5]3[CH:6]=[C:7]([CH3:8])[C:2]([Cl:1])=[CH:3][C:4]=3[CH3:29])(=[O:11])=[O:10])[CH:14]=2)=[CH:20][C:21]=1[CH3:28])=[O:26])[CH2:37][O:38][C:39]([CH3:42])([CH3:41])[CH3:40])([CH3:33])([CH3:31])[CH3:32], predict the reactants needed to synthesize it. The reactants are: [Cl:1][C:2]1[C:7]([CH3:8])=[CH:6][C:5]([S:9]([NH:12][C:13]2[CH:14]=[C:15]([C:19]3[CH:24]=[CH:23][C:22]([C:25](O)=[O:26])=[C:21]([CH3:28])[CH:20]=3)[CH:16]=[CH:17][CH:18]=2)(=[O:11])=[O:10])=[C:4]([CH3:29])[CH:3]=1.[C:30]([O:34][C:35](=[O:44])[C@@H:36]([NH2:43])[CH2:37][O:38][C:39]([CH3:42])([CH3:41])[CH3:40])([CH3:33])([CH3:32])[CH3:31].CCN(C(C)C)C(C)C.CN(C(ON1N=NC2C=CC=CC1=2)=[N+](C)C)C.[B-](F)(F)(F)F. (5) Given the product [ClH:47].[ClH:47].[OH:38][CH2:37][CH2:36][N:33]1[CH2:34][CH2:35][CH:30]([CH2:29][O:28][C:22]2[CH:21]=[C:20]3[C:25]([CH2:26][CH2:27][N:18]([C:9]([NH2:10])=[NH:8])[CH2:19]3)=[CH:24][CH:23]=2)[CH2:31][CH2:32]1, predict the reactants needed to synthesize it. The reactants are: C(OC([NH:8][C:9]([N:18]1[CH2:27][CH2:26][C:25]2[C:20](=[CH:21][C:22]([O:28][CH2:29][CH:30]3[CH2:35][CH2:34][N:33]([CH2:36][CH2:37][OH:38])[CH2:32][CH2:31]3)=[CH:23][CH:24]=2)[CH2:19]1)=[N:10]C(OC(C)(C)C)=O)=O)(C)(C)C.FC(F)(F)C(O)=O.C(Cl)(Cl)[Cl:47]. (6) Given the product [CH3:45][O:44][C:41]1[CH:42]=[CH:43][C:27]([C:25](=[O:26])[C:24]2[CH:23]=[CH:22][C:21]([O:20][CH2:2][C:3]3[N:4]=[C:5]([C:9]4[CH:14]=[CH:13][CH:12]=[C:11]([O:15][S:16]([CH3:19])(=[O:18])=[O:17])[CH:10]=4)[O:6][C:7]=3[CH3:8])=[CH:47][CH:46]=2)=[C:28]([CH:40]=1)[O:29][C:30]([CH3:39])([CH3:38])[C:31]([OH:33])=[O:32], predict the reactants needed to synthesize it. The reactants are: Cl[CH2:2][C:3]1[N:4]=[C:5]([C:9]2[CH:14]=[CH:13][CH:12]=[C:11]([O:15][S:16]([CH3:19])(=[O:18])=[O:17])[CH:10]=2)[O:6][C:7]=1[CH3:8].[OH:20][C:21]1[CH:47]=[CH:46][C:24]([C:25]([C:27]2[CH:43]=[CH:42][C:41]([O:44][CH3:45])=[CH:40][C:28]=2[O:29][C:30]([CH3:39])([CH3:38])[C:31]([O:33]C(C)(C)C)=[O:32])=[O:26])=[CH:23][CH:22]=1.C(=O)([O-])[O-].[K+].[K+].CN(C)C=O. (7) The reactants are: [NH2:1][C:2]1[NH:6][N:5]=[C:4]([OH:7])[C:3]=1[C:8]1[CH:13]=[CH:12][CH:11]=[CH:10][N:9]=1.[F:14][C:15]1[CH:20]=[CH:19][C:18]([C:21](=O)[CH2:22][C:23](OC)=[O:24])=[CH:17][CH:16]=1. Given the product [F:14][C:15]1[CH:16]=[CH:17][C:18]([C:21]2[NH:1][C:2]3[N:6]([N:5]=[C:4]([OH:7])[C:3]=3[C:8]3[CH:13]=[CH:12][CH:11]=[CH:10][N:9]=3)[C:23](=[O:24])[CH:22]=2)=[CH:19][CH:20]=1, predict the reactants needed to synthesize it.